From a dataset of Catalyst prediction with 721,799 reactions and 888 catalyst types from USPTO. Predict which catalyst facilitates the given reaction. (1) Reactant: C(NC(C)C)(C)C.C([Li])CCC.CCCCCC.[F:19][C:20]([F:34])([F:33])[C:21]([NH:23][C:24]1[CH:28]=[CH:27][S:26][C:25]=1[C:29]([O:31][CH3:32])=[O:30])=[O:22].[Br:35]CCBr.C(=O)([O-])O.[Na+]. Product: [Br:35][C:27]1[S:26][C:25]([C:29]([O:31][CH3:32])=[O:30])=[C:24]([NH:23][C:21](=[O:22])[C:20]([F:19])([F:33])[F:34])[CH:28]=1. The catalyst class is: 7. (2) Reactant: C(O[C:4](=[O:21])[C:5](=[CH:11][NH:12][C:13]1[CH:18]=[CH:17][CH:16]=[C:15]([CH2:19][CH3:20])[N:14]=1)[C:6]([O:8][CH2:9][CH3:10])=[O:7])C. Product: [CH2:9]([O:8][C:6]([C:5]1[C:4](=[O:21])[C:18]2[C:13](=[N:14][C:15]([CH2:19][CH3:20])=[CH:16][CH:17]=2)[NH:12][CH:11]=1)=[O:7])[CH3:10]. The catalyst class is: 400. (3) Reactant: [CH3:1][O:2][C:3]1[CH:8]=[CH:7][C:6]([CH2:9][C:10]([OH:12])=O)=[CH:5][C:4]=1[CH3:13].CN(C(ON1N=NC2C=CC=CC1=2)=[N+](C)C)C.[B-](F)(F)(F)F.CCN(C(C)C)C(C)C.[NH2:45][S:46]([CH:49]1[CH2:54][CH2:53][N:52]([C:55]2[C:65]([C:66]#[N:67])=[CH:64][C:58]([C:59]([O:61][CH2:62][CH3:63])=[O:60])=[C:57]([CH3:68])[N:56]=2)[CH2:51][CH2:50]1)(=[O:48])=[O:47].C([O-])(O)=O.[Na+]. Product: [C:66]([C:65]1[C:55]([N:52]2[CH2:51][CH2:50][CH:49]([S:46]([NH:45][C:10](=[O:12])[CH2:9][C:6]3[CH:7]=[CH:8][C:3]([O:2][CH3:1])=[C:4]([CH3:13])[CH:5]=3)(=[O:47])=[O:48])[CH2:54][CH2:53]2)=[N:56][C:57]([CH3:68])=[C:58]([CH:64]=1)[C:59]([O:61][CH2:62][CH3:63])=[O:60])#[N:67]. The catalyst class is: 64.